This data is from Forward reaction prediction with 1.9M reactions from USPTO patents (1976-2016). The task is: Predict the product of the given reaction. (1) Given the reactants [C:1]([O:5][C:6]([NH:8][C@H:9]([C:20]([OH:22])=[O:21])[CH2:10][CH2:11][O:12][Si:13]([C:16]([CH3:19])([CH3:18])[CH3:17])([CH3:15])[CH3:14])=[O:7])([CH3:4])([CH3:3])[CH3:2].[CH:23]1(O)[CH2:27][CH2:26][CH2:25][CH2:24]1.C(Cl)CCl, predict the reaction product. The product is: [C:1]([O:5][C:6]([NH:8][C@H:9]([C:20]([O:22][CH:23]1[CH2:27][CH2:26][CH2:25][CH2:24]1)=[O:21])[CH2:10][CH2:11][O:12][Si:13]([C:16]([CH3:19])([CH3:18])[CH3:17])([CH3:15])[CH3:14])=[O:7])([CH3:4])([CH3:2])[CH3:3]. (2) The product is: [Cl:1][C:2]1[CH:3]=[C:4]([C:8]2[C:13]([O:14][CH3:15])=[CH:12][CH:11]=[C:10]([CH2:16][C:17]3[CH:18]=[CH:19][C:20]([N:24]([CH2:25][C:29]([OH:31])=[O:30])[CH3:28])=[N:21][CH:22]=3)[CH:9]=2)[CH:5]=[CH:6][CH:7]=1. Given the reactants [Cl:1][C:2]1[CH:3]=[C:4]([C:8]2[C:13]([O:14][CH3:15])=[CH:12][CH:11]=[C:10]([CH2:16][C:17]3[CH:18]=[CH:19][C:20](F)=[N:21][CH:22]=3)[CH:9]=2)[CH:5]=[CH:6][CH:7]=1.[NH:24]1[CH2:28]CC[C@H:25]1[C:29]([OH:31])=[O:30].N12CCCN=C1CCCCC2, predict the reaction product. (3) The product is: [C:10]([C:12]([CH3:18])([CH2:20][S:21][CH3:22])[C:13]([O:15][CH2:16][CH3:17])=[O:14])#[N:11]. Given the reactants C([Li])CCC.C(N)(C)C.[C:10]([CH:12]([CH3:18])[C:13]([O:15][CH2:16][CH3:17])=[O:14])#[N:11].Cl[CH2:20][S:21][CH2:22]Cl, predict the reaction product. (4) Given the reactants Cl[C:2]1[CH:7]=[CH:6][N:5]=[C:4]2[CH:8]=[C:9]([C:11]3[N:15]([CH3:16])[C:14]([C:17]([N:19]4[CH2:24][CH2:23][O:22][CH2:21][CH2:20]4)=[O:18])=[N:13][CH:12]=3)[S:10][C:3]=12.[CH3:25][C:26]1[NH:27][C:28]2[C:33]([CH:34]=1)=[CH:32][C:31]([NH2:35])=[CH:30][CH:29]=2, predict the reaction product. The product is: [CH3:16][N:15]1[C:11]([C:9]2[S:10][C:3]3[C:4](=[N:5][CH:6]=[CH:7][C:2]=3[NH:35][C:31]3[CH:32]=[C:33]4[C:28](=[CH:29][CH:30]=3)[NH:27][C:26]([CH3:25])=[CH:34]4)[CH:8]=2)=[CH:12][N:13]=[C:14]1[C:17]([N:19]1[CH2:24][CH2:23][O:22][CH2:21][CH2:20]1)=[O:18].